This data is from CYP2C19 inhibition data for predicting drug metabolism from PubChem BioAssay. The task is: Regression/Classification. Given a drug SMILES string, predict its absorption, distribution, metabolism, or excretion properties. Task type varies by dataset: regression for continuous measurements (e.g., permeability, clearance, half-life) or binary classification for categorical outcomes (e.g., BBB penetration, CYP inhibition). Dataset: cyp2c19_veith. (1) The compound is O=C(c1ccncc1)N1CCC2(CC1)CN(c1ncccn1)C2. The result is 0 (non-inhibitor). (2) The result is 0 (non-inhibitor). The molecule is CS(=O)(=O)c1ccc([C@H](O)[C@H](CO)NC(=O)C(Cl)Cl)cc1. (3) The drug is CCCCC1(C)Nc2ccccc2-c2nc3ccccc3n21. The result is 1 (inhibitor). (4) The molecule is Cc1cccc2sc(NC(=O)C3c4ccccc4Oc4ccccc43)nc12. The result is 1 (inhibitor). (5) The result is 0 (non-inhibitor). The compound is CN1CCc2cc(Cl)c(O)cc2[C@@H](c2ccccc2)C1. (6) The compound is C[C@@]12CCC(=O)C=C1CC[C@@H]1[C@@H]3CC[C@H](C(=O)COS(=O)(=O)c4ccc(Br)cc4)[C@]3(C)CC[C@H]12. The result is 0 (non-inhibitor). (7) The compound is O=c1c(-c2ccc(Cl)cc2)nc2cnc(N3CCOCC3)nc2n1C[C@H]1CCCO1. The result is 0 (non-inhibitor).